Dataset: Full USPTO retrosynthesis dataset with 1.9M reactions from patents (1976-2016). Task: Predict the reactants needed to synthesize the given product. (1) Given the product [Br:3][C:4]1[C:11]([O:12][CH2:13][C:14]2[CH:15]=[CH:16][C:17]([O:20][CH2:21][CH3:22])=[CH:18][CH:19]=2)=[CH:10][CH:9]=[CH:8][C:5]=1[CH2:6][OH:7], predict the reactants needed to synthesize it. The reactants are: [BH4-].[Na+].[Br:3][C:4]1[C:11]([O:12][CH2:13][C:14]2[CH:19]=[CH:18][C:17]([O:20][CH3:21])=[CH:16][CH:15]=2)=[CH:10][CH:9]=[CH:8][C:5]=1[CH:6]=[O:7].[CH3:22]CO. (2) The reactants are: [F:1][C:2]1[CH:7]=[CH:6][CH:5]=[CH:4][C:3]=1[C:8]1([CH3:13])[O:12][CH2:11][CH2:10][O:9]1.CN(C)CCN(C)[CH2:19][CH2:20]N(C)C.C([Li])CCC.[Cl-].[NH4+].[CH2:33]1[CH2:37][O:36][CH2:35][CH2:34]1. Given the product [F:1][C:2]1[C:7]([CH:35]([OH:36])[CH2:34][CH2:33][CH2:37][CH2:19][CH3:20])=[CH:6][CH:5]=[CH:4][C:3]=1[C:8]1([CH3:13])[O:9][CH2:10][CH2:11][O:12]1, predict the reactants needed to synthesize it. (3) Given the product [CH3:1][C:2]1[N:3]=[C:4]([S:13][CH2:14][CH2:15][CH:16]([C:21]2[O:22][C:23]3[CH:30]=[C:29]([C:31]([F:34])([F:32])[F:33])[CH:28]=[CH:27][C:24]=3[C:25]=2[CH3:26])[CH2:17][CH2:18][CH2:19][CH3:20])[S:5][C:6]=1[CH2:7][C:8]([OH:10])=[O:9], predict the reactants needed to synthesize it. The reactants are: [CH3:1][C:2]1[N:3]=[C:4]([S:13][CH2:14][CH2:15][CH:16]([C:21]2[O:22][C:23]3[CH:30]=[C:29]([C:31]([F:34])([F:33])[F:32])[CH:28]=[CH:27][C:24]=3[C:25]=2[CH3:26])[CH2:17][CH2:18][CH2:19][CH3:20])[S:5][C:6]=1[CH2:7][C:8]([O:10]CC)=[O:9].[OH-].[Na+]. (4) Given the product [CH:23]1([N:19]2[CH2:20][CH2:21][CH2:22][N:16]([C:14]([CH:11]3[CH2:10][CH2:9][N:8]([C:6]([O:5][C:1]([CH3:4])([CH3:2])[CH3:3])=[O:7])[CH2:13][CH2:12]3)=[O:15])[CH2:17][CH2:18]2)[CH2:26][CH2:25][CH2:24]1, predict the reactants needed to synthesize it. The reactants are: [C:1]([O:5][C:6]([N:8]1[CH2:13][CH2:12][CH:11]([C:14]([N:16]2[CH2:22][CH2:21][CH2:20][NH:19][CH2:18][CH2:17]2)=[O:15])[CH2:10][CH2:9]1)=[O:7])([CH3:4])([CH3:3])[CH3:2].[C:23]1(=O)[CH2:26][CH2:25][CH2:24]1.C(O[BH-](OC(=O)C)OC(=O)C)(=O)C.[Na+].